Dataset: Reaction yield outcomes from USPTO patents with 853,638 reactions. Task: Predict the reaction yield, written as a fraction of the theoretical maximum amount of product (1.0 means a 100% yield; for example, 0.34 means a 34% yield). The reactants are C(NC(C)C)(C)C.[Li]CCCC.CCCCCC.[CH:19]1([C:22]([O:24][C:25]([CH3:28])([CH3:27])[CH3:26])=[O:23])[CH2:21][CH2:20]1.[CH:29](=[O:36])[C:30]1[CH:35]=[CH:34][CH:33]=[CH:32][CH:31]=1. The product is [OH:36][CH:29]([C:30]1[CH:35]=[CH:34][CH:33]=[CH:32][CH:31]=1)[C:19]1([C:22]([O:24][C:25]([CH3:28])([CH3:27])[CH3:26])=[O:23])[CH2:21][CH2:20]1. The yield is 0.578. The catalyst is C1COCC1.